From a dataset of Catalyst prediction with 721,799 reactions and 888 catalyst types from USPTO. Predict which catalyst facilitates the given reaction. (1) Reactant: [C:1]1([C:45]2[CH:50]=[CH:49][CH:48]=[CH:47][CH:46]=2)[CH:6]=[CH:5][C:4]([C:7]2[N:8]([C:38]3[CH:43]=[CH:42][C:41]([Cl:44])=[CH:40][CH:39]=3)[C:9](=[O:37])[C:10]3[N:11]=[C:12]([CH2:22][N:23](CC4C=CC(OC)=CC=4)[S:24]([CH3:27])(=[O:26])=[O:25])[N:13]([C:16]4[CH:21]=[CH:20][CH:19]=[CH:18][CH:17]=4)[C:14]=3[N:15]=2)=[CH:3][CH:2]=1. Product: [C:1]1([C:45]2[CH:50]=[CH:49][CH:48]=[CH:47][CH:46]=2)[CH:2]=[CH:3][C:4]([C:7]2[N:8]([C:38]3[CH:39]=[CH:40][C:41]([Cl:44])=[CH:42][CH:43]=3)[C:9](=[O:37])[C:10]3[N:11]=[C:12]([CH2:22][NH:23][S:24]([CH3:27])(=[O:25])=[O:26])[N:13]([C:16]4[CH:17]=[CH:18][CH:19]=[CH:20][CH:21]=4)[C:14]=3[N:15]=2)=[CH:5][CH:6]=1. The catalyst class is: 67. (2) Reactant: [OH:1][C:2]1[CH:3]=[C:4]([C:9]2([C:12]([OH:14])=[O:13])[CH2:11][CH2:10]2)[CH:5]=[CH:6][C:7]=1[OH:8].[CH3:15]C1C=CC(S(O)(=O)=O)=CC=1. Product: [OH:1][C:2]1[CH:3]=[C:4]([C:9]2([C:12]([O:14][CH3:15])=[O:13])[CH2:11][CH2:10]2)[CH:5]=[CH:6][C:7]=1[OH:8]. The catalyst class is: 5. (3) Reactant: [N:1]1[CH:6]=[CH:5][CH:4]=[CH:3][C:2]=1[C:7](=[O:9])[CH3:8].Br[Mg][C:12]#[CH:13]. Product: [N:1]1[CH:6]=[CH:5][CH:4]=[CH:3][C:2]=1[C:7]([OH:9])([C:12]#[CH:13])[CH3:8]. The catalyst class is: 7. (4) Reactant: C[O:2][C:3](=[O:22])[CH2:4][CH2:5][N:6]1[C:11]2[CH:12]=[C:13]([CH3:17])[CH:14]=[C:15]([CH3:16])[C:10]=2[O:9][CH:8]([CH2:18][CH2:19][CH3:20])[C:7]1=[O:21].[OH-].[Na+]. Product: [CH3:17][C:13]1[CH:14]=[C:15]([CH3:16])[C:10]2[O:9][CH:8]([CH2:18][CH2:19][CH3:20])[C:7](=[O:21])[N:6]([CH2:5][CH2:4][C:3]([OH:22])=[O:2])[C:11]=2[CH:12]=1. The catalyst class is: 5. (5) Reactant: [CH2:1]([O:3][C:4]([C:6]1[NH:7][CH:8]=[C:9]2[CH:18]([C:19]3[O:20][C:21]([S:24][C:25]4[NH:29][C:28]5[CH:30]=[CH:31][C:32]([F:34])=[CH:33][C:27]=5[N:26]=4)=[CH:22][CH:23]=3)[C:17]3[C:16](=[O:35])[CH2:15][N:14](OC(C)(C)C)[CH2:13][C:12]=3[NH:11][C:10]=12)=[O:5])[CH3:2].[ClH:41]. Product: [ClH:41].[CH2:1]([O:3][C:4]([C:6]1[NH:7][CH:8]=[C:9]2[CH:18]([C:19]3[O:20][C:21]([S:24][C:25]4[NH:29][C:28]5[CH:30]=[CH:31][C:32]([F:34])=[CH:33][C:27]=5[N:26]=4)=[CH:22][CH:23]=3)[C:17]3[C:16](=[O:35])[CH2:15][NH:14][CH2:13][C:12]=3[NH:11][C:10]=12)=[O:5])[CH3:2]. The catalyst class is: 12.